Dataset: Catalyst prediction with 721,799 reactions and 888 catalyst types from USPTO. Task: Predict which catalyst facilitates the given reaction. (1) Reactant: [OH:1][C:2]1[C:7]([N+:8]([O-:10])=[O:9])=[CH:6][CH:5]=[CH:4][C:3]=1[C:11](=[O:13])[CH3:12].[F:14][C:15]([F:25])([F:24])[C:16]1[CH:23]=[CH:22][CH:21]=[CH:20][C:17]=1[CH:18]=O.[OH-].[K+].Cl. Product: [OH:1][C:2]1[C:7]([N+:8]([O-:10])=[O:9])=[CH:6][CH:5]=[CH:4][C:3]=1[C:11](=[O:13])/[CH:12]=[CH:18]/[C:17]1[CH:20]=[CH:21][CH:22]=[CH:23][C:16]=1[C:15]([F:14])([F:24])[F:25]. The catalyst class is: 14. (2) Reactant: [F:1][C:2]1([F:13])[O:6][C:5]2[CH:7]=[C:8]([F:12])[CH:9]=[C:10]([F:11])[C:4]=2[O:3]1.[Li]C(CC)C.[I:19]I.[NH4+].[Cl-]. Product: [F:13][C:2]1([F:1])[O:6][C:5]2[CH:7]=[C:8]([F:12])[C:9]([I:19])=[C:10]([F:11])[C:4]=2[O:3]1. The catalyst class is: 7.